This data is from Reaction yield outcomes from USPTO patents with 853,638 reactions. The task is: Predict the reaction yield, written as a fraction of the theoretical maximum amount of product (1.0 means a 100% yield; for example, 0.34 means a 34% yield). (1) The reactants are [CH2:1]([O:8][C:9]1[CH:14]=[CH:13][C:12]([CH2:15][C@H:16]([OH:20])[C:17]([OH:19])=O)=[CH:11][CH:10]=1)[C:2]1[CH:7]=[CH:6][CH:5]=[CH:4][CH:3]=1.O1C[CH2:24][CH2:23][CH2:22]1. No catalyst specified. The product is [CH2:1]([O:8][C:9]1[CH:10]=[CH:11][C:12]([CH2:15][C@H:16]2[CH2:17][O:19][C:23]([CH3:24])([CH3:22])[O:20]2)=[CH:13][CH:14]=1)[C:2]1[CH:3]=[CH:4][CH:5]=[CH:6][CH:7]=1. The yield is 0.910. (2) The catalyst is O. The product is [F:16][C:17]1[CH:22]=[CH:21][CH:20]=[CH:19][C:18]=1[C:23]1[N:24]=[C:25]([N:28]2[CH2:29][CH2:30][N:31]([C:8]([NH:7][C:3]3[CH:2]=[N:1][CH:6]=[CH:5][CH:4]=3)=[O:15])[CH2:32][CH2:33]2)[S:26][CH:27]=1. The yield is 0.312. The reactants are [N:1]1[CH:6]=[CH:5][CH:4]=[C:3]([NH:7][C:8](=[O:15])OCC(Cl)(Cl)Cl)[CH:2]=1.[F:16][C:17]1[CH:22]=[CH:21][CH:20]=[CH:19][C:18]=1[C:23]1[N:24]=[C:25]([N:28]2[CH2:33][CH2:32][NH:31][CH2:30][CH2:29]2)[S:26][CH:27]=1.C(N(C(C)C)CC)(C)C. (3) The reactants are [CH3:1][C:2]1([C:5]#[C:6][C:7]2[CH:12]=[C:11]([N+:13]([O-:15])=[O:14])[CH:10]=[CH:9][C:8]=2[NH:16]C(=O)CCC)[CH2:4][CH2:3]1.CCCC[N+](CCCC)(CCCC)CCCC.[F-]. The catalyst is C1COCC1. The product is [CH3:1][C:2]1([C:5]2[NH:16][C:8]3[C:7]([CH:6]=2)=[CH:12][C:11]([N+:13]([O-:15])=[O:14])=[CH:10][CH:9]=3)[CH2:4][CH2:3]1. The yield is 0.710. (4) The reactants are [CH:1]([C:3]1[CH:4]=[CH:5][C:6]([O:12][CH3:13])=[C:7](B(O)O)[CH:8]=1)=[O:2].Br[C:15]1[CH:25]=[CH:24][C:18]2[O:19][C:20]([F:23])([F:22])[O:21][C:17]=2[CH:16]=1.C(=O)([O-])[O-].[K+].[K+]. The catalyst is O.CO.C([O-])(=O)C.[Pd+2].C([O-])(=O)C. The product is [F:23][C:20]1([F:22])[O:19][C:18]2[CH:24]=[CH:25][C:15]([C:7]3[CH:8]=[C:3]([CH:4]=[CH:5][C:6]=3[O:12][CH3:13])[CH:1]=[O:2])=[CH:16][C:17]=2[O:21]1. The yield is 0.390. (5) The reactants are [CH2:1]([C:3]1[CH:9]=[C:8]([C:10]2[O:11][CH:12]=[CH:13][N:14]=2)[C:7]([O:15][CH3:16])=[CH:6][C:4]=1[NH2:5])[CH3:2].[C:17]([NH:24][C@@H:25]([C:30](O)=[O:31])[CH2:26][CH:27]([CH3:29])[CH3:28])([O:19][C:20]([CH3:23])([CH3:22])[CH3:21])=[O:18].CN(C(ON1N=NC2C=CC=NC1=2)=[N+](C)C)C.F[P-](F)(F)(F)(F)F.O. The catalyst is ClCCl. The product is [C:20]([O:19][C:17](=[O:18])[NH:24][C@H:25]([CH2:26][CH:27]([CH3:28])[CH3:29])[C:30]([NH:5][C:4]1[CH:6]=[C:7]([O:15][CH3:16])[C:8]([C:10]2[O:11][CH:12]=[CH:13][N:14]=2)=[CH:9][C:3]=1[CH2:1][CH3:2])=[O:31])([CH3:23])([CH3:22])[CH3:21]. The yield is 0.790. (6) The reactants are [NH2:1][C:2]1[N:7]=[C:6]([CH2:8][C:9]2[C:14]([Cl:15])=[CH:13][CH:12]=[CH:11][C:10]=2[Cl:16])[N:5]=[C:4]([NH:17][C:18]2[CH:25]=[CH:24][C:21]([C:22]#[N:23])=[CH:20][CH:19]=2)[N:3]=1.[C:26](OC(=O)C)(=[O:28])[CH3:27]. No catalyst specified. The product is [C:22]([C:21]1[CH:20]=[CH:19][C:18]([NH:17][C:4]2[N:5]=[C:6]([CH2:8][C:9]3[C:14]([Cl:15])=[CH:13][CH:12]=[CH:11][C:10]=3[Cl:16])[N:7]=[C:2]([NH:1][C:26](=[O:28])[CH3:27])[N:3]=2)=[CH:25][CH:24]=1)#[N:23]. The yield is 0.450. (7) The reactants are [Cl:1][C:2]1[C:6]2[CH:7]=[N:8][CH:9]=[CH:10][C:5]=2[N:4]([C:11]([O:13][CH2:14][C:15]2[CH:20]=[CH:19][CH:18]=[CH:17][CH:16]=2)=[O:12])[CH:3]=1.ClC1C=C(C=CC=1)C(OO)=[O:26].C(=O)(O)[O-].[Na+]. The catalyst is ClCCl. The product is [Cl:1][C:2]1[C:6]2[CH:7]=[N+:8]([O-:26])[CH:9]=[CH:10][C:5]=2[N:4]([C:11]([O:13][CH2:14][C:15]2[CH:20]=[CH:19][CH:18]=[CH:17][CH:16]=2)=[O:12])[CH:3]=1. The yield is 0.990. (8) The reactants are O[CH2:2][C@@H]([C@H]([C@@H]([C@@H](CO)O)O)O)O.C1CCCCC1.[Br:19][C:20]1[CH:21]=[C:22]([CH:25]=[CH:26][C:27]=1[CH2:28][CH3:29])[CH:23]=[O:24].CO. The catalyst is O. The product is [Br:19][C:20]1[CH:21]=[C:22]([CH:25]=[CH:26][C:27]=1[CH:28]([CH3:2])[CH3:29])[CH:23]=[O:24]. The yield is 0.780. (9) The reactants are C([O:9][C:10]1[CH:15]=[CH:14][C:13]([C:16]2[C:25]([CH2:26][O:27][C:28]3[CH:33]=[C:32]([F:34])[CH:31]=[CH:30][C:29]=3[CH3:35])=[C:24]3[C:19]([NH:20][C:21]([CH3:39])([CH3:38])[C:22](=[O:37])[N:23]3[CH3:36])=[CH:18][CH:17]=2)=[C:12]([O:40][CH3:41])[CH:11]=1)(=O)C1C=CC=CC=1.O.Cl. The catalyst is CO.O1CCCC1.[OH-].[Na+]. The product is [F:34][C:32]1[CH:31]=[CH:30][C:29]([CH3:35])=[C:28]([CH:33]=1)[O:27][CH2:26][C:25]1[C:16]([C:13]2[CH:14]=[CH:15][C:10]([OH:9])=[CH:11][C:12]=2[O:40][CH3:41])=[CH:17][CH:18]=[C:19]2[C:24]=1[N:23]([CH3:36])[C:22](=[O:37])[C:21]([CH3:39])([CH3:38])[NH:20]2. The yield is 0.850.